Dataset: Forward reaction prediction with 1.9M reactions from USPTO patents (1976-2016). Task: Predict the product of the given reaction. (1) Given the reactants Br[CH2:2][C:3]([N:5]1[CH2:11][CH2:10][C:9]2[CH:12]=[CH:13][C:14]([C:17]3[N:21]=[C:20]([C:22]4[CH:23]=[CH:24][C:25]([O:30][CH:31]([CH3:33])[CH3:32])=[C:26]([CH:29]=4)[C:27]#[N:28])[O:19][N:18]=3)=[C:15]([CH3:16])[C:8]=2[CH2:7][CH2:6]1)=[O:4].Cl.[NH2:35][CH:36]([CH2:39][OH:40])[CH2:37][OH:38].C(=O)([O-])[O-].[K+].[K+], predict the reaction product. The product is: [OH:38][CH2:37][CH:36]([NH:35][CH2:2][C:3]([N:5]1[CH2:11][CH2:10][C:9]2[CH:12]=[CH:13][C:14]([C:17]3[N:21]=[C:20]([C:22]4[CH:23]=[CH:24][C:25]([O:30][CH:31]([CH3:33])[CH3:32])=[C:26]([CH:29]=4)[C:27]#[N:28])[O:19][N:18]=3)=[C:15]([CH3:16])[C:8]=2[CH2:7][CH2:6]1)=[O:4])[CH2:39][OH:40]. (2) Given the reactants [ClH:1].[Cl:2][CH2:3][CH2:4][NH:5][CH2:6][CH2:7]Cl.[F:9][C:10]1[CH:16]=[CH:15][C:13]([NH2:14])=[C:12]([CH3:17])[CH:11]=1, predict the reaction product. The product is: [ClH:2].[ClH:1].[F:9][C:10]1[CH:16]=[CH:15][C:13]([N:14]2[CH2:7][CH2:6][NH:5][CH2:4][CH2:3]2)=[C:12]([CH3:17])[CH:11]=1. (3) Given the reactants [CH2:1]([NH2:5])[CH:2]([CH3:4])[CH3:3].C[N+]1(C2N=C(OC)N=C(OC)N=2)CCOCC1.[Cl-].[OH:24][CH2:25][CH2:26][C:27]1[CH:35]=[CH:34][C:30]([C:31](O)=[O:32])=[CH:29][CH:28]=1.Cl, predict the reaction product. The product is: [CH2:1]([NH:5][C:31](=[O:32])[C:30]1[CH:29]=[CH:28][C:27]([CH2:26][CH2:25][OH:24])=[CH:35][CH:34]=1)[CH:2]([CH3:4])[CH3:3]. (4) Given the reactants [I:1][C:2]1[CH:9]=[CH:8][C:5]([CH2:6][NH2:7])=[CH:4][CH:3]=1.CCN(C(C)C)C(C)C.[CH3:19][C:20]([O:23][C:24](O[C:24]([O:23][C:20]([CH3:22])([CH3:21])[CH3:19])=[O:25])=[O:25])([CH3:22])[CH3:21], predict the reaction product. The product is: [C:20]([O:23][C:24](=[O:25])[NH:7][CH2:6][C:5]1[CH:8]=[CH:9][C:2]([I:1])=[CH:3][CH:4]=1)([CH3:22])([CH3:21])[CH3:19]. (5) Given the reactants Br[C:2]1[C:3]([O:12][CH2:13][C@H:14]2[CH2:16][C@@H:15]2[C:17]2[CH:22]=[CH:21][C:20]([O:23][CH3:24])=[CH:19][N:18]=2)=[N:4][C:5]2[C:10]([CH:11]=1)=[N:9][CH:8]=[CH:7][CH:6]=2.[N:25]1[C:34]2[CH2:33][CH2:32][NH:31][CH2:30][C:29]=2[CH:28]=[CH:27][CH:26]=1.CC(C)([O-])C.[Na+].CN(C1C(C2C(P(C3CCCCC3)C3CCCCC3)=CC=CC=2)=CC=CC=1)C, predict the reaction product. The product is: [N:25]1[C:34]2[CH2:33][CH2:32][N:31]([C:2]3[C:3]([O:12][CH2:13][C@H:14]4[CH2:16][C@@H:15]4[C:17]4[CH:22]=[CH:21][C:20]([O:23][CH3:24])=[CH:19][N:18]=4)=[N:4][C:5]4[C:10]([CH:11]=3)=[N:9][CH:8]=[CH:7][CH:6]=4)[CH2:30][C:29]=2[CH:28]=[CH:27][CH:26]=1.